The task is: Predict the reactants needed to synthesize the given product.. This data is from Full USPTO retrosynthesis dataset with 1.9M reactions from patents (1976-2016). (1) Given the product [N+:18]([C:21]1[CH:22]=[C:23]([S:27]([N:4]2[C:5]3[CH:10]=[CH:9][CH:8]=[CH:7][C:6]=3[O:1][CH2:2][CH:3]2[CH2:11][OH:12])(=[O:29])=[O:28])[CH:24]=[CH:25][CH:26]=1)([O-:20])=[O:19], predict the reactants needed to synthesize it. The reactants are: [O:1]1[C:6]2[CH:7]=[CH:8][CH:9]=[CH:10][C:5]=2[NH:4][CH:3]([CH2:11][OH:12])[CH2:2]1.C(=O)([O-])O.[Na+].[N+:18]([C:21]1[CH:22]=[C:23]([S:27](Cl)(=[O:29])=[O:28])[CH:24]=[CH:25][CH:26]=1)([O-:20])=[O:19].O. (2) The reactants are: [CH3:1][C:2]([C:4]1[CH:9]=[C:8](Br)[CH:7]=[CH:6][C:5]=1[OH:11])=[O:3].[F:12][C:13]([F:24])([F:23])[C:14]1[CH:19]=[CH:18][CH:17]=[CH:16][C:15]=1B(O)O.C(=O)([O-])[O-].[K+].[K+].Cl. Given the product [OH:11][C:5]1[CH:6]=[CH:7][C:8]([C:15]2[CH:16]=[CH:17][CH:18]=[CH:19][C:14]=2[C:13]([F:24])([F:23])[F:12])=[CH:9][C:4]=1[C:2](=[O:3])[CH3:1], predict the reactants needed to synthesize it. (3) Given the product [Br:1][CH2:2][CH2:3][O:4][C:5]1[CH:10]=[CH:9][C:8]([C:11]([C:13]2[CH:18]=[CH:17][C:16]([OH:19])=[CH:15][CH:14]=2)=[C:21]([C:25]2[CH:30]=[CH:29][CH:28]=[CH:27][CH:26]=2)[CH2:22][CH3:23])=[CH:7][C:6]=1[F:20], predict the reactants needed to synthesize it. The reactants are: [Br:1][CH2:2][CH2:3][O:4][C:5]1[CH:10]=[CH:9][C:8]([C:11]([C:13]2[CH:18]=[CH:17][C:16]([OH:19])=[CH:15][CH:14]=2)=O)=[CH:7][C:6]=1[F:20].[C:21]([C:25]1[CH:30]=[CH:29][CH:28]=[CH:27][CH:26]=1)(=O)[CH2:22][CH3:23]. (4) Given the product [C:8](=[O:9])([OH:11])[OH:10].[CH2:1]([N:3]([CH2:6][CH3:7])[CH2:4][CH3:5])[CH3:2], predict the reactants needed to synthesize it. The reactants are: [CH2:1]([N:3]([CH2:6][CH3:7])[CH2:4][CH3:5])[CH3:2].[C:8](=[O:11])([OH:10])[O-:9].[NH4+].